This data is from Peptide-MHC class I binding affinity with 185,985 pairs from IEDB/IMGT. The task is: Regression. Given a peptide amino acid sequence and an MHC pseudo amino acid sequence, predict their binding affinity value. This is MHC class I binding data. (1) The peptide sequence is ILDAARPAV. The MHC is HLA-A02:01 with pseudo-sequence HLA-A02:01. The binding affinity (normalized) is 0.576. (2) The peptide sequence is EFFGWAEGY. The MHC is HLA-B08:01 with pseudo-sequence HLA-B08:01. The binding affinity (normalized) is 0.0847. (3) The peptide sequence is RYPLTFGW. The MHC is HLA-B58:01 with pseudo-sequence HLA-B58:01. The binding affinity (normalized) is 0.533.